This data is from Reaction yield outcomes from USPTO patents with 853,638 reactions. The task is: Predict the reaction yield, written as a fraction of the theoretical maximum amount of product (1.0 means a 100% yield; for example, 0.34 means a 34% yield). (1) The reactants are [N:1]1[CH:6]=[CH:5][CH:4]=[CH:3][C:2]=1[C:7]1[C:11]([C:12](O)=[O:13])=[CH:10][O:9][N:8]=1.C(N(CC)CC)C.C(OC(Cl)=O)C.[BH4-].[Na+]. The catalyst is C1COCC1.O.[OH-].[Na+]. The product is [N:1]1[CH:6]=[CH:5][CH:4]=[CH:3][C:2]=1[C:7]1[C:11]([CH2:12][OH:13])=[CH:10][O:9][N:8]=1. The yield is 0.760. (2) The catalyst is C(Cl)(Cl)(Cl)Cl. The yield is 0.560. The reactants are [F:1][C:2]1[C:11]([CH3:12])=[CH:10][CH:9]=[CH:8][C:3]=1[C:4]([O:6][CH3:7])=[O:5].[Br:13]N1C(=O)CCC1=O.C(OOC(=O)C1C=CC=CC=1)(=O)C1C=CC=CC=1. The product is [Br:13][CH2:12][C:11]1[C:2]([F:1])=[C:3]([CH:8]=[CH:9][CH:10]=1)[C:4]([O:6][CH3:7])=[O:5]. (3) The reactants are [C:1]([O:5][C:6]([N:8]1[CH2:13][CH2:12][N:11]([C:14]2[CH:22]=[CH:21][C:17]([C:18]([OH:20])=O)=[CH:16][C:15]=2[CH3:23])[CH2:10][CH2:9]1)=[O:7])([CH3:4])([CH3:3])[CH3:2].Cl.[CH2:25]([NH2:27])[CH3:26].Cl.C(N=C=NCCCN(C)C)C.CN1CCOCC1. The catalyst is CN(C=O)C.O. The product is [CH2:25]([NH:27][C:18]([C:17]1[CH:21]=[CH:22][C:14]([N:11]2[CH2:10][CH2:9][N:8]([C:6]([O:5][C:1]([CH3:3])([CH3:2])[CH3:4])=[O:7])[CH2:13][CH2:12]2)=[C:15]([CH3:23])[CH:16]=1)=[O:20])[CH3:26]. The yield is 0.990. (4) The reactants are [CH3:1][N:2]1[CH:6]=[C:5]([C:7]2[C:12]3[C:13](=[O:16])[NH:14][CH2:15][C:11]=3[CH:10]=[C:9]([NH:17][C@@H:18]3[CH2:23][CH2:22][CH2:21][CH2:20][C@@H:19]3[NH:24]C(=O)OC(C)(C)C)[N:8]=2)[CH:4]=[N:3]1.C(O)(C(F)(F)F)=O. The catalyst is C(Cl)Cl. The product is [NH2:24][C@H:19]1[CH2:20][CH2:21][CH2:22][CH2:23][C@H:18]1[NH:17][C:9]1[N:8]=[C:7]([C:5]2[CH:4]=[N:3][N:2]([CH3:1])[CH:6]=2)[C:12]2[C:13](=[O:16])[NH:14][CH2:15][C:11]=2[CH:10]=1. The yield is 0.140. (5) The reactants are [CH2:1]([O:3][C:4](OCC)=[CH:5][C:6](=[O:11])[C:7]([F:10])([F:9])[F:8])[CH3:2].[NH4+:15].[OH-]. The catalyst is CC#N.O. The product is [NH2:15]/[C:4](/[O:3][CH2:1][CH3:2])=[CH:5]\[C:6](=[O:11])[C:7]([F:10])([F:9])[F:8]. The yield is 0.930. (6) The reactants are [Cl:1][C:2]1[CH:10]=[C:9](Cl)[CH:8]=[CH:7][C:3]=1[C:4](Cl)=[O:5].[CH2:12]([O:20][C:21]1[CH:30]=[CH:29][C:24]([C:25]([NH:27][NH2:28])=[O:26])=[CH:23][CH:22]=1)[CH2:13][CH2:14][CH2:15][CH2:16][CH2:17][CH2:18][CH3:19].C(N(CC)CC)C.C(Cl)(Cl)[Cl:39]. No catalyst specified. The product is [Cl:1][C:2]1[CH:10]=[CH:9][C:8]([Cl:39])=[CH:7][C:3]=1[C:4]([NH:28][NH:27][C:25](=[O:26])[C:24]1[CH:29]=[CH:30][C:21]([O:20][CH2:12][CH2:13][CH2:14][CH2:15][CH2:16][CH2:17][CH2:18][CH3:19])=[CH:22][CH:23]=1)=[O:5]. The yield is 0.815.